Predict which catalyst facilitates the given reaction. From a dataset of Catalyst prediction with 721,799 reactions and 888 catalyst types from USPTO. (1) Reactant: C([O:8][CH2:9][CH2:10][CH2:11][N:12]1[C:21]2[CH:20]=[CH:19][CH:18]=[CH:17][C:16]=2[C:15]2[NH:22][N:23]=[C:24]([CH3:25])[C:14]=2[C:13]1=[O:26])C1C=CC=CC=1.C(Cl)Cl.C(O)C.[H][H]. Product: [OH:8][CH2:9][CH2:10][CH2:11][N:12]1[C:21]2[CH:20]=[CH:19][CH:18]=[CH:17][C:16]=2[C:15]2[NH:22][N:23]=[C:24]([CH3:25])[C:14]=2[C:13]1=[O:26]. The catalyst class is: 78. (2) Reactant: [CH3:1][C:2]([O:4][C@@H:5]1[C@@:9]2([CH3:30])[CH2:10][CH2:11][C@@H:12]3[C@@:17]4([CH3:29])[CH2:18][C@H:19]([N:23]5[CH2:28][CH2:27][O:26][CH2:25][CH2:24]5)[C@@H:20]([OH:22])[CH2:21][C@@H:16]4[CH2:15][CH2:14][C@H:13]3[C@@H:8]2[CH2:7][C@@H:6]1[N+:31]1([CH2:36][CH:37]=[CH2:38])[CH2:35][CH2:34][CH2:33][CH2:32]1)=[O:3].C([Br:42])C=C. Product: [CH3:1][C:2]([O:4][C@@H:5]1[C@@:9]2([CH3:30])[CH2:10][CH2:11][C@@H:12]3[C@@:17]4([CH3:29])[CH2:18][C@H:19]([N:23]5[CH2:24][CH2:25][O:26][CH2:27][CH2:28]5)[C@@H:20]([OH:22])[CH2:21][C@@H:16]4[CH2:15][CH2:14][C@H:13]3[C@@H:8]2[CH2:7][C@@H:6]1[N+:31]1([CH2:36][CH:37]=[CH2:38])[CH2:32][CH2:33][CH2:34][CH2:35]1)=[O:3].[Br-:42]. The catalyst class is: 2. (3) Reactant: [CH2:1]([C:9]1[CH:17]=[CH:16][CH:15]=[CH:14][C:10]=1[C:11](O)=[O:12])[CH2:2][C:3]1[CH:8]=[CH:7][CH:6]=[CH:5][CH:4]=1.Cl.CN(C)CCCN=C=NCC.O.ON1C2C=CC=CC=2N=N1.C(N1CCOCC1)C.Cl.[CH3:50][NH:51][O:52][CH3:53]. Product: [CH3:53][O:52][N:51]([CH3:50])[C:11](=[O:12])[C:10]1[CH:14]=[CH:15][CH:16]=[CH:17][C:9]=1[CH2:1][CH2:2][C:3]1[CH:8]=[CH:7][CH:6]=[CH:5][CH:4]=1. The catalyst class is: 4. (4) Reactant: [C:1]([O:5][C:6]([N:8]1[CH2:13][CH2:12][CH2:11][C@@H:10]([C:14](=[O:22])[C:15]2[CH:20]=[CH:19][CH:18]=[C:17]([Cl:21])[CH:16]=2)[CH2:9]1)=[O:7])([CH3:4])([CH3:3])[CH3:2].[F:23][C:24]([F:31])([CH3:30])[CH2:25][CH2:26][CH2:27][Mg]Cl. Product: [C:6]([N:8]1[CH2:13][CH2:12][CH2:11][C@@H:10]([C@@:14]([C:15]2[CH:20]=[CH:19][CH:18]=[C:17]([Cl:21])[CH:16]=2)([OH:22])[CH2:27][CH2:26][CH2:25][C:24]([F:31])([F:23])[CH3:30])[CH2:9]1)([O:5][C:1]([CH3:4])([CH3:2])[CH3:3])=[O:7]. The catalyst class is: 1. (5) Reactant: Br[CH2:2][C:3]1[C:4]([C:13]2[CH:18]=[CH:17][CH:16]=[CH:15][CH:14]=2)=[N:5][O:6][C:7]=1[C:8]([O:10][CH2:11][CH3:12])=[O:9].[CH2:19]([O:21][C:22](=[O:36])[CH2:23][NH:24][CH2:25][C:26]1[CH:31]=[CH:30][C:29]([O:32][CH3:33])=[CH:28][C:27]=1[O:34][CH3:35])[CH3:20].C(=O)([O-])[O-].[K+].[K+].CCOC(C)=O. Product: [CH3:35][O:34][C:27]1[CH:28]=[C:29]([O:32][CH3:33])[CH:30]=[CH:31][C:26]=1[CH2:25][N:24]([CH2:2][C:3]1[C:4]([C:13]2[CH:18]=[CH:17][CH:16]=[CH:15][CH:14]=2)=[N:5][O:6][C:7]=1[C:8]([O:10][CH2:11][CH3:12])=[O:9])[CH2:23][C:22]([O:21][CH2:19][CH3:20])=[O:36]. The catalyst class is: 18. (6) Reactant: [N+:1]([C:4]1[CH:5]=[CH:6][C:7]([C:10]([OH:12])=O)=[N:8][CH:9]=1)([O-:3])=[O:2].Cl.[NH2:14][C:15]1[CH:20]=[CH:19][C:18]([NH:21][C:22]2[CH:27]=[C:26]([CH3:28])[N:25]=[C:24]([NH2:29])[N:23]=2)=[CH:17][CH:16]=1.C(N(CC)C1C=CC=CC=1)C. Product: [NH2:29][C:24]1[N:23]=[C:22]([NH:21][C:18]2[CH:19]=[CH:20][C:15]([NH:14][C:10]([C:7]3[CH:6]=[CH:5][C:4]([N+:1]([O-:3])=[O:2])=[CH:9][N:8]=3)=[O:12])=[CH:16][CH:17]=2)[CH:27]=[C:26]([CH3:28])[N:25]=1. The catalyst class is: 265. (7) Reactant: [CH3:1][O:2][C:3](=[O:22])[C@@H:4]([NH:13][C:14]([O:16][CH:17]1[CH2:21][CH2:20][CH2:19][CH2:18]1)=[O:15])[CH2:5][CH2:6][CH2:7][CH2:8][CH2:9][CH2:10][CH2:11]Br.[N-:23]=[N+:24]=[N-:25].[Na+]. Product: [CH3:1][O:2][C:3](=[O:22])[C@@H:4]([NH:13][C:14]([O:16][CH:17]1[CH2:21][CH2:20][CH2:19][CH2:18]1)=[O:15])[CH2:5][CH2:6][CH2:7][CH2:8][CH2:9][CH2:10][CH2:11][N:23]=[N+:24]=[N-:25]. The catalyst class is: 3.